From a dataset of Full USPTO retrosynthesis dataset with 1.9M reactions from patents (1976-2016). Predict the reactants needed to synthesize the given product. (1) Given the product [F:1][CH:2]1[CH2:8][CH:7]([O:9][CH2:10][C:11]2[CH:12]=[CH:13][C:14]([O:17][CH3:18])=[CH:15][CH:16]=2)[CH2:6][CH2:5][N:4]([C:19]2[N:33]([CH3:32])[N:34]=[CH:30][C:31]=2[N+:36]([O-:38])=[O:37])[CH2:3]1, predict the reactants needed to synthesize it. The reactants are: [F:1][CH:2]1[CH2:8][CH:7]([O:9][CH2:10][C:11]2[CH:16]=[CH:15][C:14]([O:17][CH3:18])=[CH:13][CH:12]=2)[CH2:6][CH2:5][N:4]([C:19](OC(C)(C)C)=O)[CH2:3]1.Cl.[F-].[K+].Cl[C:30]1[N:34](C)[N:33]=[CH:32][C:31]=1[N+:36]([O-:38])=[O:37]. (2) Given the product [Br:2][C:3]1[C:11]([Cl:12])=[CH:10][C:6]([C:7]([OH:9])=[O:8])=[C:5]([NH:13][N:14]=[C:16]([CH2:17][CH3:18])[CH3:15])[CH:4]=1, predict the reactants needed to synthesize it. The reactants are: Cl.[Br:2][C:3]1[C:11]([Cl:12])=[CH:10][C:6]([C:7]([OH:9])=[O:8])=[C:5]([NH:13][NH2:14])[CH:4]=1.[CH3:15][C:16](=O)[CH2:17][CH3:18]. (3) Given the product [Br:6][C:7]1[CH:8]=[N:9][CH:10]=[C:11]([CH2:13][N:1]2[CH:5]=[N:4][CH:3]=[N:2]2)[CH:12]=1, predict the reactants needed to synthesize it. The reactants are: [NH:1]1[CH:5]=[N:4][CH:3]=[N:2]1.[Br:6][C:7]1[CH:8]=[N:9][CH:10]=[C:11]([CH2:13]Cl)[CH:12]=1. (4) Given the product [N+:15]([C:9]1[CH:10]=[C:5]([O:4][CH2:3][CH2:2][Cl:1])[CH:6]=[CH:7][C:8]=1[CH2:11][C:12]([NH2:14])=[O:13])([O-:17])=[O:16], predict the reactants needed to synthesize it. The reactants are: [Cl:1][CH2:2][CH2:3][O:4][C:5]1[CH:10]=[CH:9][C:8]([CH2:11][C:12]([NH2:14])=[O:13])=[CH:7][CH:6]=1.[N+:15]([O-])([OH:17])=[O:16]. (5) Given the product [CH3:1][NH:2][CH:3]1[CH2:16][CH:15]2[C:6]([CH3:25])([CH:7]3[CH:12]([CH2:13][CH2:14]2)[CH:11]2[CH2:17][CH2:18][CH:19]4[CH:20]([CH3:24])[N:21]([CH3:23])[CH2:22][C:10]24[CH2:9][CH2:8]3)[CH2:5][CH2:4]1, predict the reactants needed to synthesize it. The reactants are: [CH3:1][NH:2][CH:3]1[CH2:16][C:15]2[C:6]([CH3:25])([CH:7]3[CH:12]([CH2:13][CH:14]=2)[CH:11]2[CH2:17][CH2:18][CH:19]4[CH:20]([CH3:24])[N:21]([CH3:23])[CH2:22][C:10]24[CH2:9][CH2:8]3)[CH2:5][CH2:4]1.CC1N(C)CC23CCC4C5(C)CCC(N(C)C)CC5=CCC4C2CCC13.Cl. (6) Given the product [CH:1]1([CH2:4][N:5]2[CH2:10][CH2:9][N:8]([C@@H:11]3[CH2:16][CH2:15][C@H:14]([NH:17][C:41]([C:35]4[CH:34]=[CH:33][C:32]([NH:31][C:28]5[N:27]=[CH:26][C:25]6[N:24]([CH3:44])[C:23](=[O:45])[C@H:22]([CH2:46][CH3:47])[N:21]([CH:18]([CH3:19])[CH3:20])[C:30]=6[N:29]=5)=[C:40]5[O:39][CH2:38][CH2:37][C:36]=45)=[O:42])[CH2:13][CH2:12]3)[CH2:7][CH2:6]2)[CH2:2][CH2:3]1, predict the reactants needed to synthesize it. The reactants are: [CH:1]1([CH2:4][N:5]2[CH2:10][CH2:9][N:8]([C@@H:11]3[CH2:16][CH2:15][C@H:14]([NH2:17])[CH2:13][CH2:12]3)[CH2:7][CH2:6]2)[CH2:3][CH2:2]1.[CH:18]([N:21]1[C:30]2[N:29]=[C:28]([NH:31][C:32]3[CH:33]=[CH:34][C:35]([C:41](O)=[O:42])=[C:36]4[C:40]=3[O:39][CH2:38][CH2:37]4)[N:27]=[CH:26][C:25]=2[N:24]([CH3:44])[C:23](=[O:45])[C@@H:22]1[CH2:46][CH3:47])([CH3:20])[CH3:19].F[B-](F)(F)F.N1(OC(N(C)C)=[N+](C)C)C2C=CC=CC=2N=N1.C(N(C(C)C)CC)(C)C.N. (7) Given the product [CH3:12][O:11][C:7]1[C:6]2[C:2]([NH:1][CH3:13])=[N:3][O:4][C:5]=2[CH:10]=[CH:9][CH:8]=1, predict the reactants needed to synthesize it. The reactants are: [NH2:1][C:2]1[C:6]2[C:7]([O:11][CH3:12])=[CH:8][CH:9]=[CH:10][C:5]=2[O:4][N:3]=1.[CH:13](OCC)(OCC)OCC.[BH4-].[Na+]. (8) Given the product [CH2:21]([N:17]([CH:18]([CH3:20])[CH3:19])[C:15]([CH:13]1[CH2:12][CH2:11][C:10]2[C:3]3[C:2]([NH:23][C:24]4[C:33]([O:34][CH3:35])=[CH:32][C:27]5[NH:28][C:29](=[O:31])[S:30][C:26]=5[CH:25]=4)=[N:7][CH:6]=[N:5][C:4]=3[S:8][C:9]=2[CH2:14]1)=[O:16])[CH3:22], predict the reactants needed to synthesize it. The reactants are: Cl[C:2]1[C:3]2[C:10]3[CH2:11][CH2:12][CH:13]([C:15]([N:17]([CH2:21][CH3:22])[CH:18]([CH3:20])[CH3:19])=[O:16])[CH2:14][C:9]=3[S:8][C:4]=2[N:5]=[CH:6][N:7]=1.[NH2:23][C:24]1[C:33]([O:34][CH3:35])=[CH:32][C:27]2[NH:28][C:29](=[O:31])[S:30][C:26]=2[CH:25]=1. (9) Given the product [Br:8][C:9]1[CH:10]=[N:11][C:12]([O:15][C:16]2[CH:17]=[C:18]([CH:19]=[CH:20][CH:21]=2)[CH:22]=[C:23]2[CH2:28][CH2:27][N:26]([C:36]([NH:35][C:31]3[CH:30]=[N:29][CH:34]=[CH:33][CH:32]=3)=[O:37])[CH2:25][CH2:24]2)=[N:13][CH:14]=1, predict the reactants needed to synthesize it. The reactants are: FC(F)(F)C(O)=O.[Br:8][C:9]1[CH:10]=[N:11][C:12]([O:15][C:16]2[CH:21]=[CH:20][CH:19]=[C:18]([CH:22]=[C:23]3[CH2:28][CH2:27][NH:26][CH2:25][CH2:24]3)[CH:17]=2)=[N:13][CH:14]=1.[N:29]1[CH:34]=[CH:33][CH:32]=[C:31]([NH:35][C:36](=O)[O:37]C2C=CC=CC=2)[CH:30]=1.NC1C=NC=CC=1.C(N(C(C)C)CC)(C)C. (10) Given the product [ClH:32].[ClH:32].[CH2:1]([N:8]1[CH2:13][CH2:12][C:11]2([C:21]3[C:16](=[CH:17][CH:18]=[CH:19][C:20]=3[CH:22]([OH:24])[CH3:23])[NH:15][CH2:14]2)[CH2:10][CH2:9]1)[C:2]1[CH:7]=[CH:6][CH:5]=[CH:4][CH:3]=1, predict the reactants needed to synthesize it. The reactants are: [CH2:1]([N:8]1[CH2:13][CH2:12][C:11]2([C:21]3[C:16](=[CH:17][CH:18]=[CH:19][C:20]=3[CH:22]([OH:24])[CH3:23])[N:15](C(OC(C)(C)C)=O)[CH2:14]2)[CH2:10][CH2:9]1)[C:2]1[CH:7]=[CH:6][CH:5]=[CH:4][CH:3]=1.[ClH:32].